From a dataset of Catalyst prediction with 721,799 reactions and 888 catalyst types from USPTO. Predict which catalyst facilitates the given reaction. (1) Reactant: [O:1]=[CH:2][C:3]1[CH:11]=[CH:10][C:8]([OH:9])=[C:5]([O:6][CH3:7])[CH:4]=1.[OH-].[Na+].CN(C)C=O.[CH:19](OCCCl)=[CH2:20]. Product: [CH:19]([O:9][C:8]1[CH:10]=[CH:11][C:3]([CH:2]=[O:1])=[CH:4][C:5]=1[O:6][CH3:7])=[CH2:20]. The catalyst class is: 6. (2) Reactant: [NH2:1][C@H:2]1[C:11]2[C:6](=[CH:7][CH:8]=[C:9]([N:12]3[CH2:17][CH2:16][O:15][CH2:14][CH2:13]3)[CH:10]=2)[N:5]([C:18](=[O:20])[CH3:19])[C@@H:4]([CH2:21][CH3:22])[C@@H:3]1[CH3:23].Br[C:25]1[CH:32]=[CH:31][C:28]([C:29]#[N:30])=[CH:27][CH:26]=1.CN(C1C(C2C(P(C3CCCCC3)C3CCCCC3)=CC=CC=2)=CC=CC=1)C.CC(C)([O-])C.[Na+]. Product: [C:18]([N:5]1[C:6]2[C:11](=[CH:10][C:9]([N:12]3[CH2:13][CH2:14][O:15][CH2:16][CH2:17]3)=[CH:8][CH:7]=2)[C@H:2]([NH:1][C:25]2[CH:32]=[CH:31][C:28]([C:29]#[N:30])=[CH:27][CH:26]=2)[C@@H:3]([CH3:23])[C@@H:4]1[CH2:21][CH3:22])(=[O:20])[CH3:19]. The catalyst class is: 62. (3) Reactant: [CH:1]1([C:5]2[C:6]([OH:13])=[C:7]([CH:10]=[CH:11][CH:12]=2)[CH:8]=[O:9])[CH2:4][CH2:3][CH2:2]1.[Br:14]N1C(=O)CCC1=O. Product: [Br:14][C:11]1[CH:12]=[C:5]([CH:1]2[CH2:2][CH2:3][CH2:4]2)[C:6]([OH:13])=[C:7]([CH:10]=1)[CH:8]=[O:9]. The catalyst class is: 10. (4) The catalyst class is: 28. Reactant: C(O)(C)C.[ClH:5].[CH:6]1([O:11][C:12]2[CH:17]=[CH:16][C:15]([F:18])=[CH:14][C:13]=2[N:19]2[CH2:24][CH2:23][N:22]([CH2:25][CH2:26][CH2:27][N:28]3[C:36](=[O:37])[CH:35]4[CH:30]([CH2:31][CH:32]([F:39])[CH:33]([F:38])[CH2:34]4)[C:29]3=[O:40])[CH2:21][CH2:20]2)[CH2:10][CH2:9][CH2:8][CH2:7]1. Product: [ClH:5].[CH:6]1([O:11][C:12]2[CH:17]=[CH:16][C:15]([F:18])=[CH:14][C:13]=2[N:19]2[CH2:20][CH2:21][N:22]([CH2:25][CH2:26][CH2:27][N:28]3[C:36](=[O:37])[CH:35]4[CH:30]([CH2:31][CH:32]([F:39])[CH:33]([F:38])[CH2:34]4)[C:29]3=[O:40])[CH2:23][CH2:24]2)[CH2:7][CH2:8][CH2:9][CH2:10]1. (5) Reactant: [NH2:1][C:2]1[CH:10]=[C:9]([O:11][CH3:12])[C:8]([Br:13])=[CH:7][C:3]=1[C:4](O)=[O:5].C(O)(=O)C.[CH:18](=N)[NH2:19]. Product: [Br:13][C:8]1[CH:7]=[C:3]2[C:2](=[CH:10][C:9]=1[O:11][CH3:12])[NH:1][CH:18]=[N:19][C:4]2=[O:5]. The catalyst class is: 14. (6) Reactant: [Br:1][C:2]1[CH:3]=[C:4]2[C:9](=[CH:10][C:11]=1[C:12]([P:15]([O:20][CH2:21][CH3:22])([O:17][CH2:18][CH3:19])=[O:16])([F:14])[F:13])[CH:8]=[C:7]([CH2:23]P(=O)(OCC)OCC)[CH:6]=[CH:5]2.[CH:32]([C:34]1[CH:35]=[C:36]([CH:41]=[CH:42][CH:43]=1)[C:37]([O:39][CH3:40])=[O:38])=O.CC(C)([O-])C.[K+]. Product: [Br:1][C:2]1[CH:3]=[C:4]2[C:9](=[CH:10][C:11]=1[C:12]([P:15]([O:17][CH2:18][CH3:19])([O:20][CH2:21][CH3:22])=[O:16])([F:14])[F:13])[CH:8]=[C:7](/[CH:23]=[CH:32]/[C:34]1[CH:35]=[C:36]([CH:41]=[CH:42][CH:43]=1)[C:37]([O:39][CH3:40])=[O:38])[CH:6]=[CH:5]2. The catalyst class is: 1. (7) Reactant: [CH3:1][C:2]1[N:7]=[C:6]([C:8]([OH:10])=O)[CH:5]=[CH:4][C:3]=1[C:11]1[CH:19]=[C:18]([C:20]([F:23])([F:22])[F:21])[CH:17]=[C:16]2[C:12]=1[CH:13]=[N:14][NH:15]2.C1C=CC2N(O)N=NC=2C=1.C(Cl)CCl.[NH2:38][CH2:39][CH2:40][OH:41].C(N(C(C)C)C(C)C)C. Product: [OH:41][CH2:40][CH2:39][NH:38][C:8](=[O:10])[C:6]1[CH:5]=[CH:4][C:3]([C:11]2[CH:19]=[C:18]([C:20]([F:23])([F:21])[F:22])[CH:17]=[C:16]3[C:12]=2[CH:13]=[N:14][NH:15]3)=[C:2]([CH3:1])[N:7]=1. The catalyst class is: 31. (8) Reactant: [Cl:1][C:2]1[CH:3]=[C:4]2[C:9](=[CH:10][C:11]=1[OH:12])[O:8][CH:7]=[C:6]([C:13]1[CH:18]=[CH:17][C:16]([O:19][CH3:20])=[C:15]([O:21][CH3:22])[CH:14]=1)[C:5]2=O.O.[NH2:25][NH2:26]. Product: [Cl:1][C:2]1[CH:3]=[C:4]([C:5]2[C:6]([C:13]3[CH:18]=[CH:17][C:16]([O:19][CH3:20])=[C:15]([O:21][CH3:22])[CH:14]=3)=[CH:7][NH:26][N:25]=2)[C:9]([OH:8])=[CH:10][C:11]=1[OH:12]. The catalyst class is: 8. (9) Reactant: [Cl:1][C:2]1[CH:3]=[C:4]([C:9]2[S:10][CH:11]=[C:12]([C:15]([CH3:17])=O)[C:13]=2[OH:14])[CH:5]=[CH:6][C:7]=1[Cl:8].[N:18]1[CH:23]=[CH:22][CH:21]=[C:20]([NH:24][C:25]([C:27]2[S:28][C:29]([C:32]([NH:34][NH2:35])=[O:33])=[CH:30][CH:31]=2)=[O:26])[CH:19]=1. Product: [N:18]1[CH:23]=[CH:22][CH:21]=[C:20]([NH:24][C:25]([C:27]2[S:28][C:29]([C:32]([NH:34][N:35]=[C:15]([C:12]3[C:13]([OH:14])=[C:9]([C:4]4[CH:5]=[CH:6][C:7]([Cl:8])=[C:2]([Cl:1])[CH:3]=4)[S:10][CH:11]=3)[CH3:17])=[O:33])=[CH:30][CH:31]=2)=[O:26])[CH:19]=1. The catalyst class is: 16. (10) Reactant: [C:1]([O:5][C@@H:6]([C:12]1[C:13]([CH3:46])=[N:14][C:15]2[N:16]([N:30]=[C:31]([C:34](=[O:45])[NH:35][CH2:36][C:37]3[CH:42]=[CH:41][C:40]([F:43])=[C:39]([CH3:44])[CH:38]=3)[C:32]=2[Cl:33])[C:17]=1[C:18]1[C:19]([CH3:29])=[C:20]2[C:25](=[C:26]([F:28])[CH:27]=1)[O:24][CH2:23][CH2:22][CH2:21]2)[C:7]([O:9]CC)=[O:8])([CH3:4])([CH3:3])[CH3:2].O.[OH-].[Li+]. Product: [C:1]([O:5][C@@H:6]([C:12]1[C:13]([CH3:46])=[N:14][C:15]2[N:16]([N:30]=[C:31]([C:34](=[O:45])[NH:35][CH2:36][C:37]3[CH:42]=[CH:41][C:40]([F:43])=[C:39]([CH3:44])[CH:38]=3)[C:32]=2[Cl:33])[C:17]=1[C:18]1[C:19]([CH3:29])=[C:20]2[C:25](=[C:26]([F:28])[CH:27]=1)[O:24][CH2:23][CH2:22][CH2:21]2)[C:7]([OH:9])=[O:8])([CH3:4])([CH3:3])[CH3:2]. The catalyst class is: 40.